This data is from Reaction yield outcomes from USPTO patents with 853,638 reactions. The task is: Predict the reaction yield, written as a fraction of the theoretical maximum amount of product (1.0 means a 100% yield; for example, 0.34 means a 34% yield). (1) The reactants are [BH4-].[Na+].[N:3]1[C:12]2[C:7](=[CH:8][CH:9]=[CH:10][CH:11]=2)[CH:6]=[C:5]([CH:13]=[O:14])[CH:4]=1. The catalyst is CO. The product is [N:3]1[C:12]2[C:7](=[CH:8][CH:9]=[CH:10][CH:11]=2)[CH:6]=[C:5]([CH2:13][OH:14])[CH:4]=1. The yield is 0.860. (2) The reactants are [NH2:1][C:2]1[CH:3]=[C:4]([OH:9])[CH:5]=[C:6]([Br:8])[CH:7]=1.[CH3:10][O:11][C:12]1[CH:17]=[CH:16][C:15]([S:18](Cl)(=[O:20])=[O:19])=[CH:14][CH:13]=1. No catalyst specified. The product is [Br:8][C:6]1[CH:7]=[C:2]([NH:1][S:18]([C:15]2[CH:14]=[CH:13][C:12]([O:11][CH3:10])=[CH:17][CH:16]=2)(=[O:20])=[O:19])[CH:3]=[C:4]([OH:9])[CH:5]=1. The yield is 0.770. (3) The reactants are [NH2:1][C:2]1[N:10]=[CH:9][N:8]=[C:7]2[C:3]=1[N:4]=[CH:5][N:6]2[CH:11]([C:13]1[O:14][C:15]2[C:20]([C:21](=[O:29])[C:22]=1[C:23]1[CH:28]=[CH:27][CH:26]=[CH:25][CH:24]=1)=[CH:19][C:18](Br)=[CH:17][CH:16]=2)[CH3:12].[H][H].ClCCl. The catalyst is CO.[Pd]. The product is [NH2:1][C:2]1[N:10]=[CH:9][N:8]=[C:7]2[C:3]=1[N:4]=[CH:5][N:6]2[CH:11]([C:13]1[O:14][C:15]2[C:20]([C:21](=[O:29])[C:22]=1[C:23]1[CH:24]=[CH:25][CH:26]=[CH:27][CH:28]=1)=[CH:19][CH:18]=[CH:17][CH:16]=2)[CH3:12]. The yield is 0.380. (4) The reactants are Cl[C:2]1[N:7]=[C:6]([CH:8]2[CH2:11][CH2:10][CH2:9]2)[CH:5]=[CH:4][N:3]=1.[NH2:12][C:13]1[CH:14]=[C:15]([C:20]2[S:24][C:23]([N:25]3[CH2:31][CH2:30][CH2:29][NH:28][C:27](=[O:32])[CH2:26]3)=[N:22][CH:21]=2)[CH:16]=[C:17]([CH3:19])[CH:18]=1.CC(C1C=C(C(C)C)C(C2C=CC=CC=2P(C2CCCCC2)C2CCCCC2)=C(C(C)C)C=1)C.C(=O)([O-])[O-].[K+].[K+]. The catalyst is C(O)(CC)(C)C.C1C=CC(/C=C/C(/C=C/C2C=CC=CC=2)=O)=CC=1.C1C=CC(/C=C/C(/C=C/C2C=CC=CC=2)=O)=CC=1.C1C=CC(/C=C/C(/C=C/C2C=CC=CC=2)=O)=CC=1.[Pd].[Pd]. The product is [CH:8]1([C:6]2[CH:5]=[CH:4][N:3]=[C:2]([NH:12][C:13]3[CH:14]=[C:15]([C:20]4[S:24][C:23]([N:25]5[CH2:31][CH2:30][CH2:29][NH:28][C:27](=[O:32])[CH2:26]5)=[N:22][CH:21]=4)[CH:16]=[C:17]([CH3:19])[CH:18]=3)[N:7]=2)[CH2:11][CH2:10][CH2:9]1. The yield is 0.760. (5) The reactants are [CH2:1]([N:8]1[CH:12]=[CH:11][CH:10]=[C:9]1[CH:13]=[O:14])[C:2]1[CH:7]=[CH:6][CH:5]=[CH:4][CH:3]=1.[CH:15]([Mg]Br)([CH3:17])[CH3:16]. The catalyst is C1COCC1. The product is [CH2:1]([N:8]1[CH:12]=[CH:11][CH:10]=[C:9]1[CH:13]([OH:14])[CH:15]([CH3:17])[CH3:16])[C:2]1[CH:3]=[CH:4][CH:5]=[CH:6][CH:7]=1. The yield is 0.560. (6) The reactants are [NH2:1][C@:2]([C:18]1[CH:23]=[CH:22][C:21]([Cl:24])=[CH:20][N:19]=1)([C:7]1[CH:12]=[C:11]([C:13]([F:16])([F:15])[F:14])[CH:10]=[C:9]([F:17])[CH:8]=1)[CH2:3][C:4]([NH2:6])=[O:5].[NH2:25][C:26](N)=[O:27]. No catalyst specified. The product is [NH2:6][C:4](=[O:5])[CH2:3][C@@:2]([NH:1][C:26]([NH:25][C:7]1[CH:12]=[CH:11][CH:10]=[C:9]([F:17])[CH:8]=1)=[O:27])([C:18]1[CH:23]=[CH:22][C:21]([Cl:24])=[CH:20][N:19]=1)[C:7]1[CH:12]=[C:11]([C:13]([F:15])([F:14])[F:16])[CH:10]=[C:9]([F:17])[CH:8]=1. The yield is 0.560. (7) The reactants are [CH3:1][O:2][C:3]1[C:8]([O:9][CH3:10])=[C:7]([O:11][CH3:12])[CH:6]=[C:5]([CH3:13])[C:4]=1[CH:14]([C:16]1[C:21]([C:22]([F:25])([F:24])[F:23])=[CH:20][N:19]=[C:18](Cl)[C:17]=1[Cl:27])[OH:15].C(N(CC)CC)C. The yield is 0.700. The product is [CH3:1][O:2][C:3]1[C:8]([O:9][CH3:10])=[C:7]([O:11][CH3:12])[CH:6]=[C:5]([CH3:13])[C:4]=1[CH:14]([C:16]1[C:21]([C:22]([F:25])([F:24])[F:23])=[CH:20][N:19]=[CH:18][C:17]=1[Cl:27])[OH:15]. The catalyst is [C].[Pd].CO. (8) The reactants are C([O:5][C:6]([N:8]1[CH2:13][CH2:12][N:11]([C:14]2[C:23]3[C:18](=[CH:19][C:20]([O:26]CC4C=CC=CC=4)=[C:21]([O:24][CH3:25])[CH:22]=3)[N:17]=[CH:16][N:15]=2)[CH2:10][CH2:9]1)=O)(C)(C)C.[H][H].N1C=CN=C1.[Si:41](Cl)([C:44]([CH3:47])([CH3:46])[CH3:45])([CH3:43])[CH3:42].[Cl-].[Na+].[N+:51]([C:54]1[CH:59]=[CH:58][C:57]([N:60]=C=O)=[CH:56][CH:55]=1)([O-:53])=[O:52]. The catalyst is C(O)C.O.[C].[Pd]. The product is [Si:41]([O:26][C:20]1[CH:19]=[C:18]2[C:23]([C:14]([N:11]3[CH2:10][CH2:9][N:8]([C:6]([NH:60][C:57]4[CH:58]=[CH:59][C:54]([N+:51]([O-:53])=[O:52])=[CH:55][CH:56]=4)=[O:5])[CH2:13][CH2:12]3)=[N:15][CH:16]=[N:17]2)=[CH:22][C:21]=1[O:24][CH3:25])([C:44]([CH3:47])([CH3:46])[CH3:45])([CH3:43])[CH3:42]. The yield is 0.240. (9) The reactants are C[O:2][C:3]1[C:8]2[NH:9][C:10]([C:12]3[S:13][CH:14]=[CH:15][CH:16]=3)=[N:11][C:7]=2[C:6]([C:17]([NH:19][CH2:20][CH:21]2[CH2:25][CH2:24][N:23](C(OC(C)(C)C)=O)[CH2:22]2)=[O:18])=[CH:5][CH:4]=1.B(Br)(Br)Br. No catalyst specified. The product is [OH:2][C:3]1[C:8]2[NH:9][C:10]([C:12]3[S:13][CH:14]=[CH:15][CH:16]=3)=[N:11][C:7]=2[C:6]([C:17]([NH:19][CH2:20][CH:21]2[CH2:25][CH2:24][NH:23][CH2:22]2)=[O:18])=[CH:5][CH:4]=1. The yield is 0.390.